This data is from Forward reaction prediction with 1.9M reactions from USPTO patents (1976-2016). The task is: Predict the product of the given reaction. (1) Given the reactants [F:1][C:2]1[CH:7]=[CH:6][C:5]([C:8]2[CH:13]=[N:12][NH:11][C:10](=O)[CH:9]=2)=[CH:4][C:3]=1[C:15]([F:18])([F:17])[F:16].P(Cl)(Cl)([Cl:21])=O, predict the reaction product. The product is: [Cl:21][C:10]1[N:11]=[N:12][CH:13]=[C:8]([C:5]2[CH:6]=[CH:7][C:2]([F:1])=[C:3]([C:15]([F:18])([F:17])[F:16])[CH:4]=2)[CH:9]=1. (2) The product is: [C:1]([Si:5]([CH3:27])([CH3:26])[O:6][CH2:7][CH2:8][O:9][C:10]1[CH:11]=[CH:12][C:13]([O:14][C:15]2[CH:22]=[CH:21][C:20]([Cl:23])=[CH:19][C:16]=2[CH:52]=[N:49][C:47]([O:56][Si:29]([CH3:31])([CH3:30])[CH3:28])=[CH2:48])=[CH:24][CH:25]=1)([CH3:4])([CH3:2])[CH3:3]. Given the reactants [C:1]([Si:5]([CH3:27])([CH3:26])[O:6][CH2:7][CH2:8][O:9][C:10]1[CH:25]=[CH:24][C:13]([O:14][C:15]2[CH:22]=[CH:21][C:20]([Cl:23])=[CH:19][C:16]=2C=O)=[CH:12][CH:11]=1)([CH3:4])([CH3:3])[CH3:2].[CH3:28][Si:29](N[Si:29]([CH3:31])([CH3:30])[CH3:28])([CH3:31])[CH3:30].C([Li])CCC.C[Si](Cl)(C)C.[CH2:47]([N:49]([CH2:52]C)CC)[CH3:48].C(Cl)(=[O:56])C, predict the reaction product.